This data is from Forward reaction prediction with 1.9M reactions from USPTO patents (1976-2016). The task is: Predict the product of the given reaction. Given the reactants [N+:1](/[CH:4]=[CH:5]/[C:6]1[CH:15]=[CH:14][C:13]2[C:8](=[CH:9][CH:10]=[CH:11][CH:12]=2)[CH:7]=1)([O-:3])=[O:2].[CH:16](=[O:20])[CH:17]([CH3:19])[CH3:18].CC(O)C.CCCCCC, predict the reaction product. The product is: [CH3:18][C:17]([CH3:19])([C@H:5]([C:6]1[CH:15]=[CH:14][C:13]2[C:8](=[CH:9][CH:10]=[CH:11][CH:12]=2)[CH:7]=1)[CH2:4][N+:1]([O-:3])=[O:2])[CH:16]=[O:20].